This data is from Reaction yield outcomes from USPTO patents with 853,638 reactions. The task is: Predict the reaction yield, written as a fraction of the theoretical maximum amount of product (1.0 means a 100% yield; for example, 0.34 means a 34% yield). (1) The reactants are [NH2:1][C@@H:2]([C@@H:6]([CH3:9])[CH2:7][CH3:8])[C:3]([OH:5])=[O:4].[OH-].[Na+].Cl[C:13]([O:15][CH3:16])=[O:14]. The product is [CH3:16][O:15][C:13]([NH:1][C@@H:2]([C@@H:6]([CH3:9])[CH2:7][CH3:8])[C:3]([OH:5])=[O:4])=[O:14]. The yield is 0.970. The catalyst is O1CCOCC1.CCOC(C)=O. (2) The reactants are [CH3:1][C:2]([C:4]1[C:13]2[C:8](=[CH:9][CH:10]=[CH:11][CH:12]=2)[CH:7]=[CH:6][CH:5]=1)=O.N[CH2:15][CH2:16][CH2:17][NH:18][C:19](=[O:25])[O:20][C:21]([CH3:24])([CH3:23])[CH3:22].[BH3-]C#[N:28].[Na+]. The catalyst is C(#N)C.[Cl-].[Cl-].[Zn+2]. The product is [C:21]([O:20][C:19](=[O:25])[NH:18][CH2:17][CH:16]([NH:28][CH:2]([C:4]1[C:13]2[C:8](=[CH:9][CH:10]=[CH:11][CH:12]=2)[CH:7]=[CH:6][CH:5]=1)[CH3:1])[CH3:15])([CH3:22])([CH3:23])[CH3:24]. The yield is 0.700. (3) The reactants are [C:1]([O:5][C:6]([N:8]1[CH2:12][CH2:11][CH2:10][CH:9]1[C:13]1[NH:17][C:16]2[CH:18]=[C:19](Br)[CH:20]=[CH:21][C:15]=2[N:14]=1)=[O:7])([CH3:4])([CH3:3])[CH3:2].[B:23]1([B:23]2[O:27][C:26]([CH3:29])([CH3:28])[C:25]([CH3:31])([CH3:30])[O:24]2)[O:27][C:26]([CH3:29])([CH3:28])[C:25]([CH3:31])([CH3:30])[O:24]1.C([O-])(=O)C.[K+]. The catalyst is O1CCOCC1.C(OCC)(=O)C.C1C=CC(P(C2C=CC=CC=2)[C-]2C=CC=C2)=CC=1.C1C=CC(P(C2C=CC=CC=2)[C-]2C=CC=C2)=CC=1.Cl[Pd]Cl.[Fe+2]. The product is [C:1]([O:5][C:6]([N:8]1[CH2:12][CH2:11][CH2:10][CH:9]1[C:13]1[NH:17][C:16]2[CH:18]=[C:19]([B:23]3[O:27][C:26]([CH3:29])([CH3:28])[C:25]([CH3:31])([CH3:30])[O:24]3)[CH:20]=[CH:21][C:15]=2[N:14]=1)=[O:7])([CH3:4])([CH3:3])[CH3:2]. The yield is 0.590.